From a dataset of Forward reaction prediction with 1.9M reactions from USPTO patents (1976-2016). Predict the product of the given reaction. Given the reactants [Cl:1][C:2]1[CH:3]=[C:4]([OH:21])[C:5]([NH:8]S(CC2C=C(Cl)C=C(Cl)C=2)(=O)=O)=[N:6][CH:7]=1.[Cl:22][C:23]1[S:24][C:25]([Cl:33])=[CH:26][C:27]=1[CH2:28][S:29](Cl)(=[O:31])=[O:30].ClC1C=C(CS(Cl)(=O)=O)C=C(Cl)C=1, predict the reaction product. The product is: [Cl:1][C:2]1[CH:3]=[C:4]([OH:21])[C:5]([NH:8][S:29]([CH2:28][C:27]2[CH:26]=[C:25]([Cl:33])[S:24][C:23]=2[Cl:22])(=[O:31])=[O:30])=[N:6][CH:7]=1.